From a dataset of Forward reaction prediction with 1.9M reactions from USPTO patents (1976-2016). Predict the product of the given reaction. (1) Given the reactants C([N:3](CC)CC)C.[CH2:8]([O:15][C:16]([NH:18][C@H:19]1[CH2:24][CH2:23][C@H:22]([C:25]([OH:27])=O)[CH2:21][CH2:20]1)=[O:17])[C:9]1[CH:14]=[CH:13][CH:12]=[CH:11][CH:10]=1.[Cl-].[NH4+].ON1C2C=CC=CC=2N=N1.Cl.C(N=C=NCCCN(C)C)C, predict the reaction product. The product is: [CH2:8]([O:15][C:16](=[O:17])[NH:18][C@H:19]1[CH2:24][CH2:23][C@H:22]([C:25](=[O:27])[NH2:3])[CH2:21][CH2:20]1)[C:9]1[CH:14]=[CH:13][CH:12]=[CH:11][CH:10]=1. (2) Given the reactants FC(F)(F)C(O)=O.[CH2:8]([N:15]1[C@@H:20]2[C@H:21]([C:23]([OH:25])=O)[CH2:22][C@@:16]1([C:42]1[CH:47]=[CH:46][CH:45]=[CH:44][CH:43]=1)[C@H:17]([O:26][CH2:27][C:28]1[CH:33]=[C:32]([C:34]([F:37])([F:36])[F:35])[CH:31]=[C:30]([C:38]([F:41])([F:40])[F:39])[CH:29]=1)[CH2:18][CH2:19]2)[C:9]1[CH:14]=[CH:13][CH:12]=[CH:11][CH:10]=1.C(N(CC)CC)C.Cl.CN(C)CCCN=C=NCC.[NH2:67][NH2:68], predict the reaction product. The product is: [CH2:8]([N:15]1[C@@H:20]2[C@H:21]([C:23]([NH:67][NH2:68])=[O:25])[CH2:22][C@@:16]1([C:42]1[CH:47]=[CH:46][CH:45]=[CH:44][CH:43]=1)[C@H:17]([O:26][CH2:27][C:28]1[CH:29]=[C:30]([C:38]([F:40])([F:39])[F:41])[CH:31]=[C:32]([C:34]([F:37])([F:35])[F:36])[CH:33]=1)[CH2:18][CH2:19]2)[C:9]1[CH:14]=[CH:13][CH:12]=[CH:11][CH:10]=1. (3) The product is: [CH3:9][C:6]1[CH:7]=[CH:8][C:3]([CH2:2][S:10][CH2:11][CH2:12][OH:13])=[CH:4][CH:5]=1. Given the reactants Br[CH2:2][C:3]1[CH:8]=[CH:7][C:6]([CH3:9])=[CH:5][CH:4]=1.[SH:10][CH2:11][CH2:12][OH:13].C([O-])([O-])=O.[K+].[K+].C(Cl)Cl, predict the reaction product. (4) Given the reactants [CH2:1]([O:3][C:4]([N:6]1[CH2:11][CH2:10][N:9]([C:12](=[O:37])[C@@H:13]([NH:23][C:24]([C:26]2[CH:35]=[C:34]([OH:36])[C:33]3[C:28](=[CH:29][CH:30]=[CH:31][CH:32]=3)[N:27]=2)=[O:25])[CH2:14][CH2:15][C:16]([O:18][C:19]([CH3:22])([CH3:21])[CH3:20])=[O:17])[CH2:8][CH2:7]1)=[O:5])[CH3:2].CN(C=O)C.C(=O)([O-])[O-].[Cs+].[Cs+].[CH2:49]([O:56][C:57](=[O:60])[CH2:58]Br)[C:50]1[CH:55]=[CH:54][CH:53]=[CH:52][CH:51]=1, predict the reaction product. The product is: [CH2:1]([O:3][C:4]([N:6]1[CH2:7][CH2:8][N:9]([C:12](=[O:37])[C@@H:13]([NH:23][C:24]([C:26]2[CH:35]=[C:34]([O:36][CH2:58][C:57]([O:56][CH2:49][C:50]3[CH:55]=[CH:54][CH:53]=[CH:52][CH:51]=3)=[O:60])[C:33]3[C:28](=[CH:29][CH:30]=[CH:31][CH:32]=3)[N:27]=2)=[O:25])[CH2:14][CH2:15][C:16]([O:18][C:19]([CH3:22])([CH3:21])[CH3:20])=[O:17])[CH2:10][CH2:11]1)=[O:5])[CH3:2]. (5) Given the reactants [CH:1]1([N:4]2[C:12]3[C:7](=[C:8]([O:18][CH3:19])[CH:9]=[C:10]([C:13]([O:15]CC)=[O:14])[CH:11]=3)[CH:6]=[CH:5]2)[CH2:3][CH2:2]1.Cl, predict the reaction product. The product is: [CH:1]1([N:4]2[C:12]3[C:7](=[C:8]([O:18][CH3:19])[CH:9]=[C:10]([C:13]([OH:15])=[O:14])[CH:11]=3)[CH:6]=[CH:5]2)[CH2:2][CH2:3]1.